This data is from Peptide-MHC class I binding affinity with 185,985 pairs from IEDB/IMGT. The task is: Regression. Given a peptide amino acid sequence and an MHC pseudo amino acid sequence, predict their binding affinity value. This is MHC class I binding data. (1) The peptide sequence is MALFLEEMLR. The MHC is HLA-A31:01 with pseudo-sequence HLA-A31:01. The binding affinity (normalized) is 0.725. (2) The peptide sequence is TRREVHIYY. The MHC is HLA-B27:05 with pseudo-sequence HLA-B27:05. The binding affinity (normalized) is 0.0847. (3) The peptide sequence is IILSKIPYLR. The MHC is Patr-A0101 with pseudo-sequence Patr-A0101. The binding affinity (normalized) is 0.333. (4) The peptide sequence is IPSSWAFGK. The MHC is Patr-A0301 with pseudo-sequence Patr-A0301. The binding affinity (normalized) is 0.263. (5) The peptide sequence is SLSHYFTLVF. The MHC is HLA-A02:01 with pseudo-sequence HLA-A02:01. The binding affinity (normalized) is 0.957. (6) The binding affinity (normalized) is 0.384. The peptide sequence is SVPLPCQLM. The MHC is HLA-A02:02 with pseudo-sequence HLA-A02:02. (7) The peptide sequence is YLGPTIRVW. The MHC is HLA-A68:02 with pseudo-sequence HLA-A68:02. The binding affinity (normalized) is 0.0689. (8) The peptide sequence is QTIVFIWFI. The MHC is Mamu-B01 with pseudo-sequence Mamu-B01. The binding affinity (normalized) is 0.179. (9) The peptide sequence is LASAMRMLW. The MHC is HLA-A30:01 with pseudo-sequence HLA-A30:01. The binding affinity (normalized) is 0.213. (10) The peptide sequence is VETFYPKLQA. The MHC is HLA-B18:01 with pseudo-sequence HLA-B18:01. The binding affinity (normalized) is 0.